Dataset: Full USPTO retrosynthesis dataset with 1.9M reactions from patents (1976-2016). Task: Predict the reactants needed to synthesize the given product. Given the product [CH3:28][N:29]1[CH2:30][CH2:31][N:32]([CH2:35][CH2:36][O:37][C:38]2[CH:43]=[CH:42][N:41]3[C:44]([C:47]([NH:17][C:12]4[CH:13]=[CH:14][CH:15]=[C:16]5[C:11]=4[CH:10]=[N:9][N:8]5[CH2:7][C:3]4[CH:2]=[N:1][CH:6]=[CH:5][CH:4]=4)=[O:48])=[CH:45][N:46]=[C:40]3[CH:39]=2)[CH2:33][CH2:34]1, predict the reactants needed to synthesize it. The reactants are: [N:1]1[CH:6]=[CH:5][CH:4]=[C:3]([CH2:7][N:8]2[C:16]3[CH:15]=[CH:14][CH:13]=[C:12]([NH2:17])[C:11]=3[CH:10]=[N:9]2)[CH:2]=1.[Li+].C[Si]([N-][Si](C)(C)C)(C)C.[CH3:28][N:29]1[CH2:34][CH2:33][N:32]([CH2:35][CH2:36][O:37][C:38]2[CH:43]=[CH:42][N:41]3[C:44]([C:47](OCC)=[O:48])=[CH:45][N:46]=[C:40]3[CH:39]=2)[CH2:31][CH2:30]1.